From a dataset of Full USPTO retrosynthesis dataset with 1.9M reactions from patents (1976-2016). Predict the reactants needed to synthesize the given product. (1) Given the product [CH:1]([N:4]1[C:8]([C:9]2[N:18]=[C:17]3[C:16]4[CH:19]=[CH:20][C:21]([O:23][CH:24]([CH:26]5[CH2:31][CH2:30][N:29]([CH:33]([CH3:35])[CH3:32])[CH2:28][CH2:27]5)[CH3:25])=[CH:22][C:15]=4[O:14][CH2:13][CH2:12][N:11]3[CH:10]=2)=[N:7][CH:6]=[N:5]1)([CH3:2])[CH3:3], predict the reactants needed to synthesize it. The reactants are: [CH:1]([N:4]1[C:8]([C:9]2[N:18]=[C:17]3[N:11]([CH2:12][CH2:13][O:14][C:15]4[CH:22]=[C:21]([O:23][CH:24]([CH:26]5[CH2:31][CH2:30][NH:29][CH2:28][CH2:27]5)[CH3:25])[CH:20]=[CH:19][C:16]=43)[CH:10]=2)=[N:7][CH:6]=[N:5]1)([CH3:3])[CH3:2].[CH3:32][C:33]([CH3:35])=O. (2) Given the product [C:5]1([N:6]2[C:15]3[CH:20]=[CH:19][C:18]([B:24]4[O:25][C:26]([CH3:28])([CH3:27])[C:22]([CH3:38])([CH3:21])[O:23]4)=[CH:17][C:16]=3[C:12]3[C:7]2=[CH:8][CH:9]=[CH:10][CH:11]=3)[CH:4]=[CH:3][CH:2]=[CH:14][CH:13]=1, predict the reactants needed to synthesize it. The reactants are: I[C:2]1[CH:3]=[CH:4][C:5]2[N:6]([C:15]3[CH:20]=[CH:19][CH:18]=[CH:17][CH:16]=3)[C:7]3[C:12]([C:13]=2[CH:14]=1)=[CH:11][CH:10]=[CH:9][CH:8]=3.[CH3:21][C:22]1([CH3:38])[C:26]([CH3:28])([CH3:27])[O:25][B:24]([B:24]2[O:25][C:26]([CH3:28])([CH3:27])[C:22]([CH3:38])([CH3:21])[O:23]2)[O:23]1.C([O-])(=O)C.[K+].O. (3) Given the product [CH3:16][C:6]1[CH:11]=[CH:10][C:9]([S:12]([O:5][CH2:4][C@H:2]2[CH2:1][O:3]2)(=[O:14])=[O:13])=[CH:8][CH:7]=1, predict the reactants needed to synthesize it. The reactants are: [CH2:1]1[O:3][C@H:2]1[CH2:4][OH:5].[C:6]1([CH3:16])[CH:11]=[CH:10][C:9]([S:12](Cl)(=[O:14])=[O:13])=[CH:8][CH:7]=1. (4) Given the product [Br:1][C:2]1[N:3]=[CH:4][C:5]([C:15]([OH:16])([CH3:17])[CH3:14])=[CH:6][CH:7]=1, predict the reactants needed to synthesize it. The reactants are: [Br:1][C:2]1[CH:7]=[CH:6][C:5](I)=[CH:4][N:3]=1.C([Li])CCC.[CH3:14][C:15]([CH3:17])=[O:16]. (5) Given the product [Cl:1][C:2]1[C:7]2[C:8](=[O:21])[NH:9][CH2:10][C:6]=2[CH:5]=[C:4]([CH3:22])[N:3]=1, predict the reactants needed to synthesize it. The reactants are: [Cl:1][C:2]1[C:7]2[C:8](=[O:21])[N:9](C(C)(C3C=CC=CC=3)C)[CH:10](O)[C:6]=2[CH:5]=[C:4]([CH3:22])[N:3]=1.FC(F)(F)C(O)=O.C([SiH](CC)CC)C. (6) The reactants are: [F:1][C:2]([F:7])([F:6])[C:3]([OH:5])=[O:4].[F:8][C:9]([F:14])([F:13])[C:10]([OH:12])=[O:11].[F:15][C:16]([F:21])([F:20])[C:17]([OH:19])=[O:18].[Cl:22][C:23]1[CH:24]=[N:25][C:26]2[NH:27][C:28]3[CH:29]=[N:30][CH:31]=[C:32]([CH:53]=3)[CH2:33][CH2:34][C:35]3[CH:43]=[C:39]([NH:40][C:41]=1[N:42]=2)[CH:38]=[CH:37][C:36]=3[O:44][CH2:45][CH2:46][CH:47]1[CH2:52][CH2:51][NH:50][CH2:49][CH2:48]1.Cl.[C:55](Cl)(=[O:62])[C:56]1[CH:61]=[CH:60][N:59]=[CH:58][CH:57]=1. Given the product [F:1][C:2]([F:7])([F:6])[C:3]([OH:5])=[O:4].[F:8][C:9]([F:14])([F:13])[C:10]([OH:12])=[O:11].[F:15][C:16]([F:21])([F:20])[C:17]([OH:19])=[O:18].[Cl:22][C:23]1[CH:24]=[N:25][C:26]2[NH:27][C:28]3[CH:29]=[N:30][CH:31]=[C:32]([CH:53]=3)[CH2:33][CH2:34][C:35]3[CH:43]=[C:39]([NH:40][C:41]=1[N:42]=2)[CH:38]=[CH:37][C:36]=3[O:44][CH2:45][CH2:46][CH:47]1[CH2:48][CH2:49][N:50]([C:55](=[O:62])[C:56]2[CH:61]=[CH:60][N:59]=[CH:58][CH:57]=2)[CH2:51][CH2:52]1, predict the reactants needed to synthesize it. (7) Given the product [S:1]1[C:5]2[CH:6]=[CH:7][CH:8]=[CH:9][C:4]=2[N:3]=[C:2]1[N:10]1[C:15](=[O:14])[CH:16]=[C:17]([C:19]2[S:20][CH:21]=[CH:22][CH:23]=2)[NH:11]1, predict the reactants needed to synthesize it. The reactants are: [S:1]1[C:5]2[CH:6]=[CH:7][CH:8]=[CH:9][C:4]=2[N:3]=[C:2]1[NH:10][NH2:11].C([O:14][C:15](=O)[CH2:16][C:17]([C:19]1[S:20][CH:21]=[CH:22][CH:23]=1)=O)C.